From a dataset of Forward reaction prediction with 1.9M reactions from USPTO patents (1976-2016). Predict the product of the given reaction. (1) Given the reactants C(NC(C)C)(C)C.C([Li])CCC.[C:13]([O:16][C:17]([CH3:20])([CH3:19])[CH3:18])(=[O:15])[CH3:14].[F:21][C:22]1[CH:27]=[CH:26][C:25]([C:28]2[C:33](/[CH:34]=[CH:35]/[CH:36]=[O:37])=[C:32]([CH:38]([CH3:40])[CH3:39])[N:31]=[C:30]([N:41]([CH3:46])[S:42]([CH3:45])(=[O:44])=[O:43])[N:29]=2)=[CH:24][CH:23]=1, predict the reaction product. The product is: [F:21][C:22]1[CH:23]=[CH:24][C:25]([C:28]2[C:33](/[CH:34]=[CH:35]/[CH:36]([OH:37])[CH2:14][C:13]([O:16][C:17]([CH3:20])([CH3:19])[CH3:18])=[O:15])=[C:32]([CH:38]([CH3:40])[CH3:39])[N:31]=[C:30]([N:41]([CH3:46])[S:42]([CH3:45])(=[O:44])=[O:43])[N:29]=2)=[CH:26][CH:27]=1. (2) Given the reactants [C:1]([O:5][C:6]([N:8]1[CH2:12][CH2:11][CH:10]([C:13]2[CH:18]=[CH:17][C:16]([S:19]([C:22]3[CH:27]=[CH:26][CH:25]=[C:24]([F:28])[CH:23]=3)(=[O:21])=[O:20])=[CH:15][C:14]=2[C:29](OCC)=[O:30])[CH2:9]1)=[O:7])([CH3:4])([CH3:3])[CH3:2].[Li+].[BH4-], predict the reaction product. The product is: [C:1]([O:5][C:6]([N:8]1[CH2:12][CH2:11][CH:10]([C:13]2[CH:18]=[CH:17][C:16]([S:19]([C:22]3[CH:27]=[CH:26][CH:25]=[C:24]([F:28])[CH:23]=3)(=[O:21])=[O:20])=[CH:15][C:14]=2[CH2:29][OH:30])[CH2:9]1)=[O:7])([CH3:4])([CH3:2])[CH3:3]. (3) Given the reactants [CH2:1]([O:8][C:9]1[CH:14]=[CH:13][C:12]([N:15]([CH3:26])[C:16]2[CH:21]=[CH:20][C:19]([CH:22]([CH3:25])[CH2:23][OH:24])=[CH:18][CH:17]=2)=[CH:11][CH:10]=1)[C:2]1[CH:7]=[CH:6][CH:5]=[CH:4][CH:3]=1.[H-].[Na+].[CH3:29]I, predict the reaction product. The product is: [CH2:1]([O:8][C:9]1[CH:14]=[CH:13][C:12]([N:15]([C:16]2[CH:17]=[CH:18][C:19]([CH:22]([CH3:25])[CH2:23][O:24][CH3:29])=[CH:20][CH:21]=2)[CH3:26])=[CH:11][CH:10]=1)[C:2]1[CH:3]=[CH:4][CH:5]=[CH:6][CH:7]=1. (4) Given the reactants O.[C:2]([NH:9][C@@H:10]([C:15]([OH:17])=O)[CH2:11][CH:12]([CH3:14])[CH3:13])([O:4][C:5]([CH3:8])([CH3:7])[CH3:6])=[O:3].[CH2:18]([N:20](CC)[CH2:21]C)C.Cl.CNC.C1CN([P+](ON2N=NC3C=CC=CC2=3)(N2CCCC2)N2CCCC2)CC1.F[P-](F)(F)(F)(F)F, predict the reaction product. The product is: [C:5]([O:4][C:2](=[O:3])[NH:9][C@@H:10]([C:15](=[O:17])[N:20]([CH3:21])[CH3:18])[CH2:11][CH:12]([CH3:14])[CH3:13])([CH3:8])([CH3:7])[CH3:6]. (5) Given the reactants Cl.[CH3:2][O:3][C:4]1[CH:5]=[C:6]([C@@H:10]2[CH2:14][NH:13][CH2:12][C@H:11]2[NH:15][C:16]([NH:18][C:19]2[N:23]([C:24]3[CH:29]=[CH:28][CH:27]=[CH:26][CH:25]=3)[N:22]=[C:21]3[CH2:30][CH2:31][CH2:32][C:20]=23)=[O:17])[CH:7]=[CH:8][CH:9]=1.FC(F)(F)S(O[CH2:39][C:40]([F:43])([F:42])[F:41])(=O)=O.CCN(C(C)C)C(C)C, predict the reaction product. The product is: [CH3:2][O:3][C:4]1[CH:5]=[C:6]([C@@H:10]2[CH2:14][N:13]([CH2:39][C:40]([F:43])([F:42])[F:41])[CH2:12][C@H:11]2[NH:15][C:16]([NH:18][C:19]2[N:23]([C:24]3[CH:29]=[CH:28][CH:27]=[CH:26][CH:25]=3)[N:22]=[C:21]3[CH2:30][CH2:31][CH2:32][C:20]=23)=[O:17])[CH:7]=[CH:8][CH:9]=1. (6) Given the reactants [Cl:1][C:2]1[C:6]([Cl:7])=[C:5]([CH3:8])[NH:4][C:3]=1[C:9]([OH:11])=O.CN(C(ON1N=NC2C=CC=NC1=2)=[N+](C)C)C.F[P-](F)(F)(F)(F)F.CCN(C(C)C)C(C)C.[NH2:45][C@@H:46]1[CH2:51][CH2:50][N:49]([C:52]([O:54][CH2:55][C:56]2[CH:61]=[CH:60][CH:59]=[CH:58][CH:57]=2)=[O:53])[CH2:48][C@@H:47]1[N:62]=[N+:63]=[N-:64].C1C=C2C(C(O)(O)C(=O)C2=CC=1)=O, predict the reaction product. The product is: [N:62]([C@@H:47]1[C@H:46]([NH:45][C:9]([C:3]2[NH:4][C:5]([CH3:8])=[C:6]([Cl:7])[C:2]=2[Cl:1])=[O:11])[CH2:51][CH2:50][N:49]([C:52]([O:54][CH2:55][C:56]2[CH:61]=[CH:60][CH:59]=[CH:58][CH:57]=2)=[O:53])[CH2:48]1)=[N+:63]=[N-:64].